Dataset: Forward reaction prediction with 1.9M reactions from USPTO patents (1976-2016). Task: Predict the product of the given reaction. Given the reactants C([O:3][C:4](=[O:44])[C:5]([O:8][C:9]1[CH:14]=[CH:13][C:12]([O:15][CH2:16][CH2:17][C:18]2[N:19]=[C:20]([C:24]3[CH:29]=[CH:28][C:27]([C:30]4[CH:35]=[C:34]([C:36]([F:39])([F:38])[F:37])[CH:33]=[C:32]([C:40]([F:43])([F:42])[F:41])[CH:31]=4)=[CH:26][CH:25]=3)[O:21][C:22]=2[CH3:23])=[CH:11][CH:10]=1)([CH3:7])[CH3:6])C.[OH-].[Na+], predict the reaction product. The product is: [F:39][C:36]([F:37])([F:38])[C:34]1[CH:35]=[C:30]([C:27]2[CH:28]=[CH:29][C:24]([C:20]3[O:21][C:22]([CH3:23])=[C:18]([CH2:17][CH2:16][O:15][C:12]4[CH:13]=[CH:14][C:9]([O:8][C:5]([CH3:6])([CH3:7])[C:4]([OH:44])=[O:3])=[CH:10][CH:11]=4)[N:19]=3)=[CH:25][CH:26]=2)[CH:31]=[C:32]([C:40]([F:43])([F:41])[F:42])[CH:33]=1.